From a dataset of Retrosynthesis with 50K atom-mapped reactions and 10 reaction types from USPTO. Predict the reactants needed to synthesize the given product. (1) Given the product CCN1CCCC1CNC(=O)c1c(O)c(Cl)cc(Cl)c1OC, predict the reactants needed to synthesize it. The reactants are: CCN1CCCC1CNC(=O)c1c(OC)c(Cl)cc(Cl)c1OC. (2) Given the product Nc1ccc(S(=O)(=O)Nc2ccc3c(c2)B(O)OC3)c(CCF)c1, predict the reactants needed to synthesize it. The reactants are: O=C(Nc1ccc(S(=O)(=O)Nc2ccc3c(c2)B(O)OC3)c(CCF)c1)C(F)(F)F. (3) The reactants are: COc1ccnc(CCc2nc3cc(I)cnc3[nH]2)c1.OB(O)c1ccc2[nH]ccc2c1. Given the product COc1ccnc(CCc2nc3cc(-c4ccc5[nH]ccc5c4)cnc3[nH]2)c1, predict the reactants needed to synthesize it. (4) Given the product Cn1c(-c2cccc(N3CCC4(CC3)OCCO4)c2)nc2ccccc21, predict the reactants needed to synthesize it. The reactants are: C1CC2(CCN1)OCCO2.Cn1c(-c2cccc(Br)c2)nc2ccccc21.